From a dataset of Reaction yield outcomes from USPTO patents with 853,638 reactions. Predict the reaction yield, written as a fraction of the theoretical maximum amount of product (1.0 means a 100% yield; for example, 0.34 means a 34% yield). (1) The reactants are [CH3:1][O:2][C:3]([C:5]1[CH:6]=[C:7]([CH:11]=[CH:12][CH:13]=1)[C:8](O)=[O:9])=[O:4].CCN=C=NCCCN(C)C.C1C=CC2N(O)N=NC=2C=1.[CH3:35][N:36]([CH3:38])[NH2:37].CCN(C(C)C)C(C)C. The catalyst is C(Cl)Cl.C(Cl)(Cl)Cl. The product is [CH3:35][N:36]([CH3:38])[NH:37][C:8]([C:7]1[CH:6]=[C:5]([CH:13]=[CH:12][CH:11]=1)[C:3]([O:2][CH3:1])=[O:4])=[O:9]. The yield is 0.600. (2) The reactants are [Cl:1][C:2]1[CH:3]=[C:4]([C:6]([F:10])=[CH:7][C:8]=1[Cl:9])[NH2:5].Cl[C:12]1[C:21]2[C:16](=[CH:17][C:18]([F:25])=[C:19]([N+:22]([O-:24])=[O:23])[CH:20]=2)[N:15]=[CH:14][N:13]=1. The catalyst is C(O)(C)C. The product is [Cl:1][C:2]1[CH:3]=[C:4]([NH:5][C:12]2[C:21]3[C:16](=[CH:17][C:18]([F:25])=[C:19]([N+:22]([O-:24])=[O:23])[CH:20]=3)[N:15]=[CH:14][N:13]=2)[C:6]([F:10])=[CH:7][C:8]=1[Cl:9]. The yield is 0.780. (3) The reactants are [CH3:1][C:2]([C:5]([OH:7])=[O:6])([CH3:4])[NH2:3].[OH-].[Na+].Cl[C:11]([O:13][CH2:14][C:15]1[CH:20]=[CH:19][CH:18]=[CH:17][CH:16]=1)=[O:12]. The catalyst is O. The product is [CH2:14]([O:13][C:11]([NH:3][C:2]([CH3:4])([CH3:1])[C:5]([OH:7])=[O:6])=[O:12])[C:15]1[CH:20]=[CH:19][CH:18]=[CH:17][CH:16]=1. The yield is 0.360. (4) The reactants are Cl[CH2:2][C:3]([NH:5][CH2:6][CH2:7][C:8]([NH:10][C:11]1[CH:12]=[C:13]2[C:18](=[CH:19][CH:20]=1)[N:17]=[CH:16][N:15]=[C:14]2[NH:21][C:22]1[CH:27]=[CH:26][C:25]([O:28][C:29]2[CH:30]=[N:31][C:32]([CH3:35])=[CH:33][CH:34]=2)=[C:24]([CH3:36])[CH:23]=1)=[O:9])=[O:4].[NH:37]1[CH2:42][CH2:41][O:40][CH2:39][CH2:38]1. No catalyst specified. The product is [CH3:36][C:24]1[CH:23]=[C:22]([NH:21][C:14]2[C:13]3[C:18](=[CH:19][CH:20]=[C:11]([NH:10][C:8](=[O:9])[CH2:7][CH2:6][NH:5][C:3](=[O:4])[CH2:2][N:37]4[CH2:42][CH2:41][O:40][CH2:39][CH2:38]4)[CH:12]=3)[N:17]=[CH:16][N:15]=2)[CH:27]=[CH:26][C:25]=1[O:28][C:29]1[CH:30]=[N:31][C:32]([CH3:35])=[CH:33][CH:34]=1. The yield is 0.810. (5) The reactants are [Cl:1][C:2]1[CH:3]=[CH:4][C:5]2[CH2:9][CH:8]([C:10]#N)[C:6]=2[CH:7]=1.[OH-:12].[K+].[OH2:14]. The catalyst is C(O)C. The product is [Cl:1][C:2]1[CH:3]=[CH:4][C:5]2[CH2:9][CH:8]([C:10]([OH:14])=[O:12])[C:6]=2[CH:7]=1. The yield is 0.680. (6) The reactants are [CH:1]([N:14]1[CH2:17][CH:16]([C:18]2[CH:23]=[CH:22][C:21]([N+:24]([O-])=O)=[C:20]([O:27][CH3:28])[CH:19]=2)[CH2:15]1)([C:8]1[CH:13]=[CH:12][CH:11]=[CH:10][CH:9]=1)[C:2]1[CH:7]=[CH:6][CH:5]=[CH:4][CH:3]=1.Cl.CC(O)C. The catalyst is CO.[Pd]. The product is [CH:1]([N:14]1[CH2:17][CH:16]([C:18]2[CH:23]=[CH:22][C:21]([NH2:24])=[C:20]([O:27][CH3:28])[CH:19]=2)[CH2:15]1)([C:2]1[CH:3]=[CH:4][CH:5]=[CH:6][CH:7]=1)[C:8]1[CH:9]=[CH:10][CH:11]=[CH:12][CH:13]=1. The yield is 0.790. (7) The reactants are Cl.[NH:2]1[CH2:5][CH:4]([C@H:6]([C:8]2[CH:16]=[CH:15][C:14]([C:17]([NH2:19])=[O:18])=[C:13]3[C:9]=2[CH:10]=[CH:11][NH:12]3)[CH3:7])[CH2:3]1.C(N(C(C)C)C(C)C)C.[C:29](Cl)(=[O:32])[CH:30]=[CH2:31]. The catalyst is C1COCC1.C(Cl)Cl. The product is [C:29]([N:2]1[CH2:5][CH:4]([C@H:6]([C:8]2[CH:16]=[CH:15][C:14]([C:17]([NH2:19])=[O:18])=[C:13]3[C:9]=2[CH:10]=[CH:11][NH:12]3)[CH3:7])[CH2:3]1)(=[O:32])[CH:30]=[CH2:31]. The yield is 0.732.